This data is from Full USPTO retrosynthesis dataset with 1.9M reactions from patents (1976-2016). The task is: Predict the reactants needed to synthesize the given product. Given the product [N+:23]([C:20]1[CH:19]=[CH:18][C:17]([O:16][C:14](=[O:15])[O:12][C:3]2[C:11]3[C:6](=[CH:7][CH:8]=[CH:9][CH:10]=3)[CH2:5][N:4]=2)=[CH:22][CH:21]=1)([O-:25])=[O:24], predict the reactants needed to synthesize it. The reactants are: [H-].[Na+].[C:3]1(=[O:12])[C:11]2[C:6](=[CH:7][CH:8]=[CH:9][CH:10]=2)[CH2:5][NH:4]1.Cl[C:14]([O:16][C:17]1[CH:22]=[CH:21][C:20]([N+:23]([O-:25])=[O:24])=[CH:19][CH:18]=1)=[O:15].